Dataset: Forward reaction prediction with 1.9M reactions from USPTO patents (1976-2016). Task: Predict the product of the given reaction. (1) The product is: [F:57][C:58]([F:63])([F:62])[C:59]([OH:61])=[O:60].[F:57][C:58]([F:63])([F:62])[C:59]([OH:61])=[O:60].[C:9]([N:18]1[CH2:19][CH2:20][CH:21]([C:24]([N:26]2[CH2:30][C@@H:29]([N:31]3[CH2:36][CH2:35][N:34]([S:37]([CH3:40])(=[O:39])=[O:38])[CH2:33][CH2:32]3)[CH2:28][C@H:27]2[C:41]([NH:43][C:44]2[CH:45]=[CH:46][C:47]([C:48]([OH:50])=[O:49])=[CH:55][CH:56]=2)=[O:42])=[O:25])[CH2:22][CH2:23]1)(=[NH:8])[NH2:10]. Given the reactants CC(OC([NH:8][C:9]([N:18]1[CH2:23][CH2:22][CH:21]([C:24]([N:26]2[CH2:30][C@@H:29]([N:31]3[CH2:36][CH2:35][N:34]([S:37]([CH3:40])(=[O:39])=[O:38])[CH2:33][CH2:32]3)[CH2:28][C@H:27]2[C:41]([NH:43][C:44]2[CH:56]=[CH:55][C:47]([C:48]([O:50]C(C)(C)C)=[O:49])=[CH:46][CH:45]=2)=[O:42])=[O:25])[CH2:20][CH2:19]1)=[N:10]C(OC(C)(C)C)=O)=O)(C)C.[F:57][C:58]([F:63])([F:62])[C:59]([OH:61])=[O:60], predict the reaction product. (2) Given the reactants Cl[C:2]1[CH:3]=[CH:4][C:5]2[N:6]=[CH:7][N:8]=[C:9]([NH2:12])[C:10]=2[N:11]=1.B([C:16]1[CH:17]=[C:18]([CH:22]=[CH:23][CH:24]=1)[C:19]([OH:21])=[O:20])(O)O.C(=O)([O-])[O-].[K+].[K+], predict the reaction product. The product is: [NH2:12][C:9]1[C:10]2[N:11]=[C:2]([C:16]3[CH:17]=[C:18]([CH:22]=[CH:23][CH:24]=3)[C:19]([OH:21])=[O:20])[CH:3]=[CH:4][C:5]=2[N:6]=[CH:7][N:8]=1. (3) Given the reactants [N+]([O-])(O)=O.[N+:5]([C:8]1[CH:9]=[C:10]([NH:14][C:15]([NH2:17])=[NH:16])[CH:11]=[CH:12][CH:13]=1)([O-:7])=[O:6].CN(C)[CH:20]=[CH:21][C:22]([C:24]1[CH:25]=[N:26][CH:27]=[CH:28][CH:29]=1)=O, predict the reaction product. The product is: [N+:5]([C:8]1[CH:9]=[C:10]([NH:14][C:15]2[N:17]=[C:22]([C:24]3[CH:25]=[N:26][CH:27]=[CH:28][CH:29]=3)[CH:21]=[CH:20][N:16]=2)[CH:11]=[CH:12][CH:13]=1)([O-:7])=[O:6]. (4) Given the reactants S(Cl)(Cl)=O.[NH:5]1[C:9]2[CH:10]=[CH:11][CH:12]=[CH:13][C:8]=2[N:7]=[N:6]1.[CH3:14][S:15][CH2:16][CH2:17][C:18](O)=[O:19], predict the reaction product. The product is: [N:5]1([C:18](=[O:19])[CH2:17][CH2:16][S:15][CH3:14])[C:9]2[CH:10]=[CH:11][CH:12]=[CH:13][C:8]=2[N:7]=[N:6]1. (5) Given the reactants Cl[C:2]1[C:7]([OH:8])=[CH:6][CH:5]=[C:4]([CH3:9])[N:3]=1.[CH3:10][O-:11].[Na+].CO.O, predict the reaction product. The product is: [CH3:10][O:11][C:2]1[C:7]([OH:8])=[CH:6][CH:5]=[C:4]([CH3:9])[N:3]=1. (6) Given the reactants [NH2:1][C:2]1[S:3][CH:4]=[C:5]2[C:10]=1[C:9](=[O:11])[N:8]([C:12]1[CH:17]=[CH:16][C:15]([O:18][CH3:19])=[CH:14][CH:13]=1)[N:7]=[C:6]2[C:20]([OH:22])=O.F[P-](F)(F)(F)(F)F.N1(O[P+](N(C)C)(N(C)C)N(C)C)C2C=CC=CC=2N=N1.[Cl-].[F:51][C@H:52]1[CH2:56][CH2:55][NH2+:54][CH2:53]1.CCN(C(C)C)C(C)C, predict the reaction product. The product is: [NH2:1][C:2]1[S:3][CH:4]=[C:5]2[C:6]([C:20]([N:54]3[CH2:55][CH2:56][C@H:52]([F:51])[CH2:53]3)=[O:22])=[N:7][N:8]([C:12]3[CH:13]=[CH:14][C:15]([O:18][CH3:19])=[CH:16][CH:17]=3)[C:9](=[O:11])[C:10]=12. (7) Given the reactants [NH2:1][C:2]1[C:11]([N+:12]([O-])=O)=[CH:10][CH:9]=[C:8]([O:15][CH3:16])[C:3]=1[C:4]([O:6][CH3:7])=[O:5].[CH:17](OC)(OC)OC, predict the reaction product. The product is: [CH3:16][O:15][C:8]1[CH:9]=[CH:10][C:11]2[NH:12][CH:17]=[N:1][C:2]=2[C:3]=1[C:4]([O:6][CH3:7])=[O:5].